This data is from Full USPTO retrosynthesis dataset with 1.9M reactions from patents (1976-2016). The task is: Predict the reactants needed to synthesize the given product. (1) Given the product [C:1]([OH:8])(=[O:7])/[CH:2]=[CH:3]/[C:4]([OH:6])=[O:5].[F:9][C:10]1[CH:15]=[CH:14][C:13]([O:16][C:17]2[N:22]=[CH:21][C:20]([C:23]([N:25]([CH3:40])[C:26]3[CH:31]=[CH:30][C:29]([CH2:32][N:33]4[CH2:38][CH2:37][NH:36][C@@H:35]([CH3:39])[CH2:34]4)=[CH:28][CH:27]=3)=[O:24])=[CH:19][CH:18]=2)=[CH:12][CH:11]=1, predict the reactants needed to synthesize it. The reactants are: [C:1]([OH:8])(=[O:7])/[CH:2]=[CH:3]/[C:4]([OH:6])=[O:5].[F:9][C:10]1[CH:15]=[CH:14][C:13]([O:16][C:17]2[N:22]=[CH:21][C:20]([C:23]([N:25]([CH3:40])[C:26]3[CH:31]=[CH:30][C:29]([CH2:32][N:33]4[CH2:38][CH2:37][NH:36][C@@H:35]([CH3:39])[CH2:34]4)=[CH:28][CH:27]=3)=[O:24])=[CH:19][CH:18]=2)=[CH:12][CH:11]=1. (2) Given the product [NH2:17][C:15]1[N:14]2[N:18]=[CH:19][CH:20]=[C:13]2[N:12]=[C:11]([CH:8]2[CH2:7][CH2:6][N:34]([C:37]([O:39][C:40]([CH3:43])([CH3:42])[CH3:41])=[O:38])[CH2:10][CH2:9]2)[CH:16]=1, predict the reactants needed to synthesize it. The reactants are: O1C2([CH2:10][CH2:9][CH:8]([C:11]3[CH:16]=[C:15]([NH2:17])[N:14]4[N:18]=[CH:19][CH:20]=[C:13]4[N:12]=3)[CH2:7][CH2:6]2)OCC1.ClC1N2N=CC=C2N=C(C2CC[N:34]([C:37]([O:39][C:40]([CH3:43])([CH3:42])[CH3:41])=[O:38])CC2)C=1.ClC1N2N=CC=C2N=C(C2CCC3(OCCO3)CC2)C=1.